This data is from Forward reaction prediction with 1.9M reactions from USPTO patents (1976-2016). The task is: Predict the product of the given reaction. (1) The product is: [CH3:21][O:22][C:23]1[CH:24]=[C:25]2[C:26](=[C:27]3[CH2:28][C:29]([CH3:33])([CH3:32])[O:30][C:31]=13)[C:6]([C:8]1[CH:9]=[CH:10][C:11]([NH2:14])=[CH:12][CH:13]=1)=[N:7][C:35]([CH3:37])([CH3:36])[CH2:34]2. Given the reactants S(=O)(=O)(O)O.[C:6]([C:8]1[CH:13]=[CH:12][C:11]([NH:14]C(=O)C(F)(F)F)=[CH:10][CH:9]=1)#[N:7].[CH3:21][O:22][C:23]1[C:31]2[O:30][C:29]([CH3:33])([CH3:32])[CH2:28][C:27]=2[CH:26]=[C:25]([CH:34]=[C:35]([CH3:37])[CH3:36])[CH:24]=1.[OH-].[Na+], predict the reaction product. (2) Given the reactants Cl[C:2]1[CH:7]=[C:6]([CH3:8])[CH:5]=[CH:4][N+:3]=1[O-:9].[NH2:10][CH2:11][CH2:12][CH2:13][OH:14].C([O-])(O)=O.[Na+].C(O)(CC)(C)C, predict the reaction product. The product is: [OH:14][CH2:13][CH2:12][CH2:11][NH:10][C:2]1[CH:7]=[C:6]([CH3:8])[CH:5]=[CH:4][N+:3]=1[O-:9]. (3) The product is: [Cl:1][C:2]1[CH:3]=[N+:4]([O-:41])[CH:5]=[C:6]([Cl:40])[C:7]=1[CH2:8][C@@H:9]([C:25]1[CH:30]=[CH:29][C:28]([O:31][CH:32]([F:34])[F:33])=[C:27]([OH:35])[CH:26]=1)[O:10][C:11](=[O:24])[CH2:12][N:13]1[C:21](=[O:22])[C:20]2[C:15](=[CH:16][CH:17]=[CH:18][CH:19]=2)[C:14]1=[O:23]. Given the reactants [Cl:1][C:2]1[CH:3]=[N+:4]([O-:41])[CH:5]=[C:6]([Cl:40])[C:7]=1[CH2:8][C@@H:9]([C:25]1[CH:30]=[CH:29][C:28]([O:31][CH:32]([F:34])[F:33])=[C:27]([O:35]CC2CC2)[CH:26]=1)[O:10][C:11](=[O:24])[CH2:12][N:13]1[C:21](=[O:22])[C:20]2[C:15](=[CH:16][CH:17]=[CH:18][CH:19]=2)[C:14]1=[O:23].FC(F)(F)C(O)=O, predict the reaction product. (4) Given the reactants [OH:1][CH2:2][CH2:3][C:4]1[N:5]=[C:6]([NH:9][C:10](=[O:16])[O:11][C:12]([CH3:15])([CH3:14])[CH3:13])[S:7][CH:8]=1.[O:17]1[CH:22]=[CH:21][CH2:20][CH2:19][CH2:18]1.[NH+]1C=CC=CC=1.C1(C)C=CC(S(O)(=O)=O)=CC=1, predict the reaction product. The product is: [O:17]1[CH2:22][CH2:21][CH:20]([O:1][CH2:2][CH2:3][C:4]2[N:5]=[C:6]([NH:9][C:10](=[O:16])[O:11][C:12]([CH3:13])([CH3:15])[CH3:14])[S:7][CH:8]=2)[CH2:19][CH2:18]1. (5) Given the reactants [F:1][C:2]1[CH:7]=[C:6]([O:8][CH2:9][CH2:10][C@@H:11]2[CH2:13][C@@H:12]2[CH:14]2[CH2:19][CH2:18][N:17]([C:20]3[N:25]=[CH:24][C:23]([CH2:26][O:27][CH3:28])=[CH:22][N:21]=3)[CH2:16][CH2:15]2)[CH:5]=[C:4]([F:29])[C:3]=1[CH2:30][C:31]([OH:33])=O.[NH:34]1[CH2:37][CH2:36][CH2:35]1.C(N(CC)C(C)C)(C)C.CN(C(ON1N=NC2C=CC=NC1=2)=[N+](C)C)C.F[P-](F)(F)(F)(F)F, predict the reaction product. The product is: [N:34]1([C:31](=[O:33])[CH2:30][C:3]2[C:2]([F:1])=[CH:7][C:6]([O:8][CH2:9][CH2:10][C@@H:11]3[CH2:13][C@@H:12]3[CH:14]3[CH2:19][CH2:18][N:17]([C:20]4[N:25]=[CH:24][C:23]([CH2:26][O:27][CH3:28])=[CH:22][N:21]=4)[CH2:16][CH2:15]3)=[CH:5][C:4]=2[F:29])[CH2:37][CH2:36][CH2:35]1.